Predict the product of the given reaction. From a dataset of Forward reaction prediction with 1.9M reactions from USPTO patents (1976-2016). Given the reactants [NH2:1][C@H:2]1[CH2:6][CH2:5][NH:4][CH2:3]1.C(#N)C.Cl[C:11]1[CH:20]=[CH:19][C:18]2[C:17]([C:21]([NH:23][CH2:24][C:25]3([OH:32])[CH2:31][CH2:30][CH2:29][CH2:28][CH2:27][CH2:26]3)=[O:22])=[C:16]([Cl:33])[CH:15]=[CH:14][C:13]=2[N:12]=1.C(=O)([O-])[O-].[K+].[K+], predict the reaction product. The product is: [NH2:1][C@H:2]1[CH2:6][CH2:5][N:4]([C:11]2[CH:20]=[CH:19][C:18]3[C:17]([C:21]([NH:23][CH2:24][C:25]4([OH:32])[CH2:31][CH2:30][CH2:29][CH2:28][CH2:27][CH2:26]4)=[O:22])=[C:16]([Cl:33])[CH:15]=[CH:14][C:13]=3[N:12]=2)[CH2:3]1.